Dataset: Reaction yield outcomes from USPTO patents with 853,638 reactions. Task: Predict the reaction yield, written as a fraction of the theoretical maximum amount of product (1.0 means a 100% yield; for example, 0.34 means a 34% yield). The reactants are [Cl:1][C:2]1[C:3]2[C:4]3[CH2:5][C@@H:6]([CH2:15][CH2:16][OH:17])[CH2:7][CH2:8][C:9]=3[S:10][C:11]=2[N:12]=[CH:13][N:14]=1.[CH3:18][C:19]([Si:22](Cl)([CH3:24])[CH3:23])([CH3:21])[CH3:20].N1C=CN=C1. The catalyst is CN(C=O)C. The product is [Si:22]([O:17][CH2:16][CH2:15][C@@H:6]1[CH2:5][C:4]2[C:3]3[C:2]([Cl:1])=[N:14][CH:13]=[N:12][C:11]=3[S:10][C:9]=2[CH2:8][CH2:7]1)([C:19]([CH3:21])([CH3:20])[CH3:18])([CH3:24])[CH3:23]. The yield is 0.980.